Dataset: TCR-epitope binding with 47,182 pairs between 192 epitopes and 23,139 TCRs. Task: Binary Classification. Given a T-cell receptor sequence (or CDR3 region) and an epitope sequence, predict whether binding occurs between them. (1) The epitope is PROT_97E67BCC. The TCR CDR3 sequence is CASSVLRTVNTEAFF. Result: 1 (the TCR binds to the epitope). (2) The epitope is LPRRSGAAGA. The TCR CDR3 sequence is CASSQGPAGGSALHF. Result: 1 (the TCR binds to the epitope).